Dataset: Forward reaction prediction with 1.9M reactions from USPTO patents (1976-2016). Task: Predict the product of the given reaction. Given the reactants Cl.Cl.Cl.[O:4]1[C:8]2[CH:9]=[CH:10][CH:11]=[C:12]([N:13]3[CH2:18][CH2:17][N:16]([CH2:19][CH2:20][C@H:21]4[CH2:26][CH2:25][C@H:24]([NH2:27])[CH2:23][CH2:22]4)[CH2:15][CH2:14]3)[C:7]=2[O:6][CH2:5]1.[Cl:28][CH:29]1[CH2:32][CH:31]([C:33](O)=[O:34])[CH2:30]1, predict the reaction product. The product is: [O:4]1[C:8]2[CH:9]=[CH:10][CH:11]=[C:12]([N:13]3[CH2:18][CH2:17][N:16]([CH2:19][CH2:20][C@H:21]4[CH2:26][CH2:25][C@H:24]([NH:27][C:33]([CH:31]5[CH2:32][CH:29]([Cl:28])[CH2:30]5)=[O:34])[CH2:23][CH2:22]4)[CH2:15][CH2:14]3)[C:7]=2[O:6][CH2:5]1.